This data is from Full USPTO retrosynthesis dataset with 1.9M reactions from patents (1976-2016). The task is: Predict the reactants needed to synthesize the given product. (1) The reactants are: [NH:1]1[CH2:5][CH2:4][C@@H:3]([N:6]2[CH:10]=[C:9]([O:11][C:12]3[N:13]=[C:14]([OH:22])[C:15]4[CH:21]=[CH:20][N:19]=[CH:18][C:16]=4[N:17]=3)[CH:8]=[N:7]2)[CH2:2]1.Cl[C:24]1([S:27](C2(Cl)CC2)(=[O:29])=[O:28])[CH2:26][CH2:25]1. Given the product [CH:24]1([S:27]([N:1]2[CH2:5][CH2:4][C@@H:3]([N:6]3[CH:10]=[C:9]([O:11][C:12]4[N:13]=[C:14]([OH:22])[C:15]5[CH:21]=[CH:20][N:19]=[CH:18][C:16]=5[N:17]=4)[CH:8]=[N:7]3)[CH2:2]2)(=[O:29])=[O:28])[CH2:26][CH2:25]1, predict the reactants needed to synthesize it. (2) Given the product [F:44][C:41]([F:43])([F:42])[C:39]1[CH:38]=[C:16]([CH:15]=[C:14]([C:13]([F:12])([F:45])[F:46])[CH:40]=1)[CH2:17][N:18]([CH3:37])[C:19]([N:21]1[CH2:26][CH2:25][C:24](=[O:9])[NH:27][CH2:23][C@@H:22]1[C:29]1[CH:34]=[CH:33][C:32]([F:35])=[CH:31][C:30]=1[CH3:36])=[O:20], predict the reactants needed to synthesize it. The reactants are: CC1C=CC(S(Cl)(=O)=[O:9])=CC=1.[F:12][C:13]([F:46])([F:45])[C:14]1[CH:15]=[C:16]([CH:38]=[C:39]([C:41]([F:44])([F:43])[F:42])[CH:40]=1)[CH2:17][N:18]([CH3:37])[C:19]([N:21]1[CH2:26][CH2:25]/[C:24](=[N:27]\O)/[CH2:23][C@@H:22]1[C:29]1[CH:34]=[CH:33][C:32]([F:35])=[CH:31][C:30]=1[CH3:36])=[O:20]. (3) Given the product [O:35]1[CH:36]=[N:37][C:33]([C:30]2[CH:31]=[CH:32][C:27]([CH2:26][N:10]([C@@H:11]3[CH2:16][CH2:15][CH2:14][CH2:13][C@H:12]3[CH2:17][OH:18])[S:7]([C:5]3[S:6][C:2]([Cl:1])=[CH:3][CH:4]=3)(=[O:9])=[O:8])=[CH:28][CH:29]=2)=[N:34]1, predict the reactants needed to synthesize it. The reactants are: [Cl:1][C:2]1[S:6][C:5]([S:7]([NH:10][C@@H:11]2[CH2:16][CH2:15][CH2:14][CH2:13][C@H:12]2[CH2:17][OH:18])(=[O:9])=[O:8])=[CH:4][CH:3]=1.C(=O)([O-])[O-].[Cs+].[Cs+].Br[CH2:26][C:27]1[CH:32]=[CH:31][C:30]([C:33]2[N:37]=[CH:36][O:35][N:34]=2)=[CH:29][CH:28]=1.O1C=NC(C2C=CC(CN([C@@H]3CCCC[C@H]3CO)S(C3C=CC(Cl)=CC=3)(=O)=O)=CC=2)=N1. (4) Given the product [CH2:1]([O:3][C:4]1[CH:5]=[C:6]2[C:11](=[C:12]3[CH2:16][C:15]([CH3:18])([CH3:17])[O:14][C:13]=13)[C:10]([C:19]1[CH:20]=[CH:21][C:22](/[C:25](/[CH3:32])=[CH:26]/[C:27]([OH:29])=[O:28])=[CH:23][CH:24]=1)=[N:9][C:8]([CH3:33])([CH3:34])[CH2:7]2)[CH3:2], predict the reactants needed to synthesize it. The reactants are: [CH2:1]([O:3][C:4]1[CH:5]=[C:6]2[C:11](=[C:12]3[CH2:16][C:15]([CH3:18])([CH3:17])[O:14][C:13]=13)[C:10]([C:19]1[CH:24]=[CH:23][C:22](/[C:25](/[CH3:32])=[CH:26]/[C:27]([O:29]CC)=[O:28])=[CH:21][CH:20]=1)=[N:9][C:8]([CH3:34])([CH3:33])[CH2:7]2)[CH3:2].[OH-].[Na+].Cl. (5) The reactants are: BrN1[C:6](=O)[CH2:5][CH2:4][C:3]1=[O:8].C(OOC(=O)C1C=CC=CC=1)(=O)C1C=CC=CC=1.[CH3:27][O:28][C:29](=[O:38])[C:30]1[CH:35]=C(C)C=C[C:31]=1[F:37]. Given the product [CH3:27][O:28][C:29](=[O:38])[C:30]1[CH:35]=[C:4]([CH:3]=[O:8])[CH:5]=[CH:6][C:31]=1[F:37], predict the reactants needed to synthesize it.